Dataset: Reaction yield outcomes from USPTO patents with 853,638 reactions. Task: Predict the reaction yield, written as a fraction of the theoretical maximum amount of product (1.0 means a 100% yield; for example, 0.34 means a 34% yield). The reactants are [C:1]([NH:4][C@H:5]([C:8]([O:10][CH2:11][CH3:12])=[O:9])[C:6]#[N:7])(=O)[CH3:2].COC1C=CC(P2(SP(C3C=CC(OC)=CC=3)(=S)S2)=[S:22])=CC=1. The catalyst is C1(C)C=CC=CC=1.CCOC(C)=O. The product is [NH2:7][C:6]1[S:22][C:1]([CH3:2])=[N:4][C:5]=1[C:8]([O:10][CH2:11][CH3:12])=[O:9]. The yield is 0.500.